This data is from TCR-epitope binding with 47,182 pairs between 192 epitopes and 23,139 TCRs. The task is: Binary Classification. Given a T-cell receptor sequence (or CDR3 region) and an epitope sequence, predict whether binding occurs between them. (1) The epitope is PKYVKQNTLKLAT. The TCR CDR3 sequence is CASSLTGGAVDTQYF. Result: 0 (the TCR does not bind to the epitope). (2) The epitope is IVDTVSALV. Result: 1 (the TCR binds to the epitope). The TCR CDR3 sequence is CASSSGLAGGFTDTQYF. (3) The epitope is YLQPRTFLL. The TCR CDR3 sequence is CASSPPGAGNTGELFF. Result: 1 (the TCR binds to the epitope). (4) The epitope is HTTDPSFLGRY. The TCR CDR3 sequence is CASSGQGDGYTF. Result: 0 (the TCR does not bind to the epitope).